From a dataset of Full USPTO retrosynthesis dataset with 1.9M reactions from patents (1976-2016). Predict the reactants needed to synthesize the given product. Given the product [CH2:25]([O:24][C:22](=[O:23])[C:21]([N:11]1[C:12](=[O:13])[N:8]([C:4]2[CH:5]=[CH:6][CH:7]=[C:2]([F:1])[CH:3]=2)[N:9]=[N:10]1)([CH3:28])[CH3:27])[CH3:26], predict the reactants needed to synthesize it. The reactants are: [F:1][C:2]1[CH:3]=[C:4]([N:8]2[C:12](=[O:13])[NH:11][N:10]=[N:9]2)[CH:5]=[CH:6][CH:7]=1.C([O-])([O-])=O.[Cs+].[Cs+].Br[C:21]([CH3:28])([CH3:27])[C:22]([O:24][CH2:25][CH3:26])=[O:23].